Dataset: Full USPTO retrosynthesis dataset with 1.9M reactions from patents (1976-2016). Task: Predict the reactants needed to synthesize the given product. (1) Given the product [ClH:1].[F:39][C:37]1[CH:38]=[C:33]([CH:34]=[C:35]([F:40])[CH:36]=1)[CH2:32][C@H:23]([NH:24][C:29](=[O:31])[CH3:30])[C@@H:22]([C@H:10]1[CH2:11][C@@H:12]([O:14][CH2:15][CH:16]([OH:21])[C:17]([OH:20])([CH3:19])[CH3:18])[CH2:13][NH:9]1)[OH:26], predict the reactants needed to synthesize it. The reactants are: [ClH:1].C(OC([N:9]1[CH2:13][C@H:12]([O:14][CH2:15][CH:16]([OH:21])[C:17]([OH:20])([CH3:19])[CH3:18])[CH2:11][C@@H:10]1[C@H:22]1[O:26]C(C)(C)[N:24]([C:29](=[O:31])[CH3:30])[C@H:23]1[CH2:32][C:33]1[CH:38]=[C:37]([F:39])[CH:36]=[C:35]([F:40])[CH:34]=1)=O)(C)(C)C. (2) Given the product [CH3:1][C:2]1[CH:7]=[C:6]([N:8]2[CH2:12][CH2:11][CH:10]([N:13]3[CH2:17][CH2:16][CH2:15][CH:14]3[CH3:18])[CH2:9]2)[CH:5]=[CH:4][C:3]=1[NH:19][C:32]([C:29]1[CH:30]=[CH:31][C:25]2[C:24](=[O:35])[NH:23][CH2:22][C:21](=[O:20])[NH:27][C:26]=2[CH:28]=1)=[O:33], predict the reactants needed to synthesize it. The reactants are: [CH3:1][C:2]1[CH:7]=[C:6]([N:8]2[CH2:12][CH2:11][CH:10]([N:13]3[CH2:17][CH2:16][CH2:15][CH:14]3[CH3:18])[CH2:9]2)[CH:5]=[CH:4][C:3]=1[NH2:19].[O:20]=[C:21]1[NH:27][C:26]2[CH:28]=[C:29]([C:32](O)=[O:33])[CH:30]=[CH:31][C:25]=2[C:24](=[O:35])[NH:23][CH2:22]1. (3) The reactants are: [OH:1][CH:2]([CH:6]1[S:11][CH2:10][CH2:9][N:8]([C:12]2[CH:17]=[CH:16][C:15]([CH3:18])=[CH:14][CH:13]=2)[C:7]1=[O:19])[C:3]([OH:5])=O.[NH2:20][C:21]1[CH:26]=[CH:25][C:24]([C:27]2[NH:28][O:29][C:30](=[O:32])[N:31]=2)=[CH:23][CH:22]=1.IC1C=C(C=CC=1)C(O)=O.FC1(F)CCNCC1. Given the product [OH:1][CH:2]([CH:6]1[S:11][CH2:10][CH2:9][N:8]([C:12]2[CH:17]=[CH:16][C:15]([CH3:18])=[CH:14][CH:13]=2)[C:7]1=[O:19])[C:3]([NH:20][C:21]1[CH:22]=[CH:23][C:24]([C:27]2[NH:31][C:30](=[O:32])[O:29][N:28]=2)=[CH:25][CH:26]=1)=[O:5], predict the reactants needed to synthesize it.